This data is from Full USPTO retrosynthesis dataset with 1.9M reactions from patents (1976-2016). The task is: Predict the reactants needed to synthesize the given product. (1) Given the product [Si:5]([CH2:4][CH2:3][CH2:2][NH:1][C:19]([NH:18][CH2:17][CH2:16][S:21][CH2:16][CH2:17][NH:18][C:19]([NH:1][CH2:2][CH2:3][CH2:4][Si:5]([O:12][CH2:13][CH3:14])([O:6][CH2:7][CH3:8])[O:9][CH2:10][CH3:11])=[O:20])=[O:20])([O:12][CH2:13][CH3:14])([O:6][CH2:7][CH3:8])[O:9][CH2:10][CH3:11], predict the reactants needed to synthesize it. The reactants are: [NH2:1][CH2:2][CH2:3][CH2:4][Si:5]([O:12][CH2:13][CH3:14])([O:9][CH2:10][CH3:11])[O:6][CH2:7][CH3:8].Cl[CH2:16][CH2:17][N:18]=[C:19]=[O:20].[S-2:21].[Na+].[Na+]. (2) Given the product [C:1]([C:3]1[CH:11]=[CH:10][C:6]([C:7]([N:17]2[CH2:18][CH2:19][CH2:20][CH2:21][C:22]3[S:13][CH:14]=[CH:15][C:16]2=3)=[O:9])=[CH:5][C:4]=1[CH3:12])#[N:2], predict the reactants needed to synthesize it. The reactants are: [C:1]([C:3]1[CH:11]=[CH:10][C:6]([C:7]([OH:9])=O)=[CH:5][C:4]=1[CH3:12])#[N:2].[S:13]1[C:22]2[CH2:21][CH2:20][CH2:19][CH2:18][NH:17][C:16]=2[CH:15]=[CH:14]1.